The task is: Regression. Given two drug SMILES strings and cell line genomic features, predict the synergy score measuring deviation from expected non-interaction effect.. This data is from NCI-60 drug combinations with 297,098 pairs across 59 cell lines. (1) Drug 1: C1CN(P(=O)(OC1)NCCCl)CCCl. Drug 2: CCC1(C2=C(COC1=O)C(=O)N3CC4=CC5=C(C=CC(=C5CN(C)C)O)N=C4C3=C2)O.Cl. Cell line: U251. Synergy scores: CSS=34.8, Synergy_ZIP=-0.947, Synergy_Bliss=-3.84, Synergy_Loewe=-39.4, Synergy_HSA=-2.85. (2) Drug 1: CCC1(CC2CC(C3=C(CCN(C2)C1)C4=CC=CC=C4N3)(C5=C(C=C6C(=C5)C78CCN9C7C(C=CC9)(C(C(C8N6C=O)(C(=O)OC)O)OC(=O)C)CC)OC)C(=O)OC)O.OS(=O)(=O)O. Drug 2: CC1=C(N=C(N=C1N)C(CC(=O)N)NCC(C(=O)N)N)C(=O)NC(C(C2=CN=CN2)OC3C(C(C(C(O3)CO)O)O)OC4C(C(C(C(O4)CO)O)OC(=O)N)O)C(=O)NC(C)C(C(C)C(=O)NC(C(C)O)C(=O)NCCC5=NC(=CS5)C6=NC(=CS6)C(=O)NCCC[S+](C)C)O. Cell line: SK-MEL-5. Synergy scores: CSS=10.5, Synergy_ZIP=4.11, Synergy_Bliss=12.7, Synergy_Loewe=4.40, Synergy_HSA=8.04.